This data is from Full USPTO retrosynthesis dataset with 1.9M reactions from patents (1976-2016). The task is: Predict the reactants needed to synthesize the given product. (1) Given the product [CH2:1]([C:5]1[CH:10]=[C:9]([CH:8]=[C:7]([O:14][CH3:15])[CH:6]=1)[NH2:11])[CH2:2][CH2:3][CH3:4], predict the reactants needed to synthesize it. The reactants are: [CH:1](/[C:5]1[CH:10]=[C:9]([N+:11]([O-])=O)[CH:8]=[C:7]([O:14][CH3:15])[CH:6]=1)=[CH:2]\[CH2:3][CH3:4]. (2) Given the product [F:1][C:2]1[CH:7]=[CH:6][C:5]([C:8]2([CH2:9][CH2:10][CH2:11][C:12]([N:14]3[C@@H:18]([C:19]4[CH:20]=[CH:21][CH:22]=[CH:23][CH:24]=4)[CH2:17][O:16][C:15]3=[O:25])=[O:13])[O:29][CH2:28][CH2:27][O:26]2)=[CH:4][CH:3]=1, predict the reactants needed to synthesize it. The reactants are: [F:1][C:2]1[CH:7]=[CH:6][C:5]([C:8](=[O:26])[CH2:9][CH2:10][CH2:11][C:12]([N:14]2[C@@H:18]([C:19]3[CH:24]=[CH:23][CH:22]=[CH:21][CH:20]=3)[CH2:17][O:16][C:15]2=[O:25])=[O:13])=[CH:4][CH:3]=1.[CH2:27](O)[CH2:28][OH:29].C1(C)C=CC(S(O)(=O)=O)=CC=1. (3) Given the product [CH2:22]([O:1][C:2]1[CH:19]=[CH:18][C:5]2[CH2:6][CH2:7][N:8]([C:11]([O:13][C:14]([CH3:16])([CH3:15])[CH3:17])=[O:12])[CH2:9][CH2:10][C:4]=2[CH:3]=1)[CH3:23], predict the reactants needed to synthesize it. The reactants are: [OH:1][C:2]1[CH:19]=[CH:18][C:5]2[CH2:6][CH2:7][N:8]([C:11]([O:13][C:14]([CH3:17])([CH3:16])[CH3:15])=[O:12])[CH2:9][CH2:10][C:4]=2[CH:3]=1.[H-].[Na+].[CH2:22](I)[CH3:23]. (4) The reactants are: FC(F)(F)S(O[C:7]1[CH:16]=[C:15]([CH3:17])[CH:14]=[CH:13][C:8]=1[C:9]([O:11][CH3:12])=[O:10])(=O)=O.C([O-])([O-])=O.[Na+].[Na+].[C:26]1(B(O)O)[CH:31]=[CH:30][CH:29]=[CH:28][CH:27]=1.[Li+].[Cl-]. Given the product [CH3:17][C:15]1[CH:14]=[CH:13][C:8]([C:9]([O:11][CH3:12])=[O:10])=[C:7]([C:26]2[CH:31]=[CH:30][CH:29]=[CH:28][CH:27]=2)[CH:16]=1, predict the reactants needed to synthesize it. (5) The reactants are: [Cl:1][C:2]1[CH:8]=[C:7](I)[C:5]([NH2:6])=[C:4]([F:10])[CH:3]=1.[CH:11]#[C:12][CH3:13]. Given the product [Cl:1][C:2]1[CH:8]=[C:7]([C:11]#[C:12][CH3:13])[C:5]([NH2:6])=[C:4]([F:10])[CH:3]=1, predict the reactants needed to synthesize it. (6) Given the product [Cl:1][C:2]1[CH:9]=[C:8]([N:11]2[CH2:15][CH2:14][CH2:13][CH2:12]2)[CH:7]=[CH:6][C:3]=1[CH:4]=[O:5], predict the reactants needed to synthesize it. The reactants are: [Cl:1][C:2]1[CH:9]=[C:8](F)[CH:7]=[CH:6][C:3]=1[CH:4]=[O:5].[NH:11]1[CH2:15][CH2:14][CH2:13][CH2:12]1.C(=O)([O-])[O-].[K+].[K+].CS(C)=O. (7) The reactants are: C1(C[CH2:8][CH2:9][NH2:10])C=CC=CC=1.[CH:11]1([CH2:16][C:17]([NH:19][C:20]2[CH:25]=[CH:24][C:23]([NH:26][C:27]([N:29]3[CH2:37][C:36]4[C:31](=[CH:32][CH:33]=[C:34]([C:38](O)=[O:39])[CH:35]=4)[CH2:30]3)=[O:28])=[CH:22][CH:21]=2)=[O:18])[CH2:15][CH2:14][CH2:13][CH2:12]1.C1C2C(=CC=CC=2)CN1[C:50](NC1C=CC(C(O)=O)=CC=1)=[O:51]. Given the product [CH:11]1([CH2:16][C:17]([NH:19][C:20]2[CH:25]=[CH:24][C:23]([NH:26][C:27]([N:29]3[CH2:37][C:36]4[C:31](=[CH:32][CH:33]=[C:34]([C:38]([NH:10][CH2:9][CH2:8][O:51][CH3:50])=[O:39])[CH:35]=4)[CH2:30]3)=[O:28])=[CH:22][CH:21]=2)=[O:18])[CH2:15][CH2:14][CH2:13][CH2:12]1, predict the reactants needed to synthesize it.